Dataset: Full USPTO retrosynthesis dataset with 1.9M reactions from patents (1976-2016). Task: Predict the reactants needed to synthesize the given product. (1) Given the product [Cl:1][C:2]1[CH:3]=[CH:4][C:5]([C:8](=[O:9])[CH2:13][S:14]([NH:17][C@H:18]2[CH2:22][CH2:21][N:20]([C@H:23]([C:28]([N:30]3[CH2:31][CH2:32][O:33][CH2:34][CH2:35]3)=[O:29])[C@@H:24]([CH3:27])[CH2:25][CH3:26])[C:19]2=[O:36])(=[O:16])=[O:15])=[CH:6][CH:7]=1, predict the reactants needed to synthesize it. The reactants are: [Cl:1][C:2]1[CH:7]=[CH:6][C:5]([C:8]2([CH2:13][S:14]([NH:17][C@H:18]3[CH2:22][CH2:21][N:20]([C@H:23]([C:28]([N:30]4[CH2:35][CH2:34][O:33][CH2:32][CH2:31]4)=[O:29])[C@@H:24]([CH3:27])[CH2:25][CH3:26])[C:19]3=[O:36])(=[O:16])=[O:15])OCC[O:9]2)=[CH:4][CH:3]=1.Cl. (2) Given the product [Cl:9][C:8]1[N:1]=[C:2]([Cl:3])[N:4]=[C:5]([N:10]2[CH2:15][CH2:14][O:13][CH2:12][CH2:11]2)[N:7]=1, predict the reactants needed to synthesize it. The reactants are: [N:1]1[C:8]([Cl:9])=[N:7][C:5](Cl)=[N:4][C:2]=1[Cl:3].[NH:10]1[CH2:15][CH2:14][O:13][CH2:12][CH2:11]1.CCN(CC)CC. (3) Given the product [F:18][C:2]([F:1])([F:19])[C:3]1[CH:4]=[C:5]2[C:6]([CH:7]([OH:8])[N:9]([CH2:12][CH:13]([CH3:14])[CH3:15])[C:10]2=[O:11])=[CH:16][CH:17]=1.[F:18][C:2]([F:1])([F:19])[C:3]1[CH:4]=[C:5]2[C:6](=[CH:16][CH:17]=1)[C:7](=[O:8])[N:9]([CH2:12][CH:13]([CH3:14])[CH3:15])[CH:10]2[OH:11], predict the reactants needed to synthesize it. The reactants are: [F:1][C:2]([F:19])([F:18])[C:3]1[CH:4]=[C:5]2[C:10](=[O:11])[N:9]([CH2:12][CH:13]([CH3:15])[CH3:14])[C:7](=[O:8])[C:6]2=[CH:16][CH:17]=1.O. (4) Given the product [CH2:18]([N:17]([CH2:25][C:26]1[CH:31]=[CH:30][CH:29]=[CH:28][CH:27]=1)[C@H:10]1[CH2:9][C:8]2[C:13](=[CH:14][CH:15]=[CH:16][C:7]=2[C:37]2[CH:38]=[CH:39][N:34]=[CH:35][CH:36]=2)[O:12][CH2:11]1)[C:19]1[CH:24]=[CH:23][CH:22]=[CH:21][CH:20]=1, predict the reactants needed to synthesize it. The reactants are: FC(F)(F)S(O[C:7]1[CH:16]=[CH:15][CH:14]=[C:13]2[C:8]=1[CH2:9][C@H:10]([N:17]([CH2:25][C:26]1[CH:31]=[CH:30][CH:29]=[CH:28][CH:27]=1)[CH2:18][C:19]1[CH:24]=[CH:23][CH:22]=[CH:21][CH:20]=1)[CH2:11][O:12]2)(=O)=O.[N:34]1[CH:39]=[CH:38][C:37](B(O)O)=[CH:36][CH:35]=1.P([O-])([O-])([O-])=O.[K+].[K+].[K+]. (5) Given the product [CH2:11]([O:10][C:8]1[N:9]=[C:4]([CH:17]([C:18]([O:20][CH3:21])=[O:19])[C:16]([O:23][C:24]([CH3:27])([CH3:25])[CH3:26])=[O:22])[CH:5]=[CH:6][C:7]=1[N+:13]([O-:15])=[O:14])[CH3:12], predict the reactants needed to synthesize it. The reactants are: [H-].[Na+].Cl[C:4]1[N:9]=[C:8]([O:10][CH2:11][CH3:12])[C:7]([N+:13]([O-:15])=[O:14])=[CH:6][CH:5]=1.[C:16]([O:23][C:24]([CH3:27])([CH3:26])[CH3:25])(=[O:22])[CH2:17][C:18]([O:20][CH3:21])=[O:19]. (6) The reactants are: [CH3:1][CH:2]([CH3:26])[CH2:3][CH:4]([C:17]1[CH:25]=[CH:24][C:20]([C:21]([OH:23])=O)=[CH:19][CH:18]=1)[NH:5][C:6]1[CH:7]=[N:8][C:9]2[C:14]([CH:15]=1)=[CH:13][CH:12]=[C:11]([CH3:16])[CH:10]=2.Cl.[CH3:28][O:29][C:30](=[O:34])[CH2:31][CH2:32][NH2:33].CN(C(ON1N=NC2C=CC=CC1=2)=[N+](C)C)C.F[P-](F)(F)(F)(F)F. Given the product [CH3:28][O:29][C:30](=[O:34])[CH2:31][CH2:32][NH:33][C:21](=[O:23])[C:20]1[CH:19]=[CH:18][C:17]([CH:4]([NH:5][C:6]2[CH:7]=[N:8][C:9]3[C:14]([CH:15]=2)=[CH:13][CH:12]=[C:11]([CH3:16])[CH:10]=3)[CH2:3][CH:2]([CH3:26])[CH3:1])=[CH:25][CH:24]=1, predict the reactants needed to synthesize it. (7) The reactants are: F[C:2]1[CH:7]=[CH:6][C:5]([N+:8]([O-])=O)=[CH:4][C:3]=1[CH2:11][OH:12].[NH:13]1[CH2:17][CH2:16][C@@H:15]([NH:18][C:19](=[O:25])[O:20][C:21]([CH3:24])([CH3:23])[CH3:22])[CH2:14]1. Given the product [NH2:8][C:5]1[CH:6]=[CH:7][C:2]([N:13]2[CH2:17][CH2:16][C@@H:15]([NH:18][C:19](=[O:25])[O:20][C:21]([CH3:23])([CH3:22])[CH3:24])[CH2:14]2)=[C:3]([CH2:11][OH:12])[CH:4]=1, predict the reactants needed to synthesize it. (8) Given the product [C:16]([C:20]1[N:25]=[CH:24][C:23]([O:26][CH2:27][C:28]([NH:7][CH2:6][C:5]2[CH:8]=[CH:9][C:10]([NH:11][S:12]([CH3:15])(=[O:14])=[O:13])=[C:3]([F:2])[CH:4]=2)=[O:29])=[CH:22][CH:21]=1)([CH3:19])([CH3:17])[CH3:18], predict the reactants needed to synthesize it. The reactants are: Cl.[F:2][C:3]1[CH:4]=[C:5]([CH:8]=[CH:9][C:10]=1[NH:11][S:12]([CH3:15])(=[O:14])=[O:13])[CH2:6][NH2:7].[C:16]([C:20]1[N:25]=[CH:24][C:23]([O:26][CH2:27][C:28](O)=[O:29])=[CH:22][CH:21]=1)([CH3:19])([CH3:18])[CH3:17].CCN(CC)CC. (9) The reactants are: [CH3:1][O:2][C:3](=[O:15])[CH:4]([O:13][CH3:14])[CH2:5][C:6]1[CH:11]=[CH:10][C:9]([OH:12])=[CH:8][CH:7]=1.[CH3:16][S:17]([O:20][C:21]1[CH:26]=[CH:25][C:24]([CH2:27][CH2:28]CS([O-])(=O)=O)=[CH:23][CH:22]=1)(=[O:19])=[O:18]. Given the product [CH3:1][O:2][C:3](=[O:15])[CH:4]([O:13][CH3:14])[CH2:5][C:6]1[CH:11]=[CH:10][C:9]([O:12][CH2:28][CH2:27][C:24]2[CH:23]=[CH:22][C:21]([O:20][S:17]([CH3:16])(=[O:18])=[O:19])=[CH:26][CH:25]=2)=[CH:8][CH:7]=1, predict the reactants needed to synthesize it.